Dataset: Reaction yield outcomes from USPTO patents with 853,638 reactions. Task: Predict the reaction yield, written as a fraction of the theoretical maximum amount of product (1.0 means a 100% yield; for example, 0.34 means a 34% yield). The catalyst is CN(C=O)C. The product is [CH:1]1([NH:4][C:5](=[O:43])[C:6]2[CH:11]=[CH:10][C:9]([C:12]3[CH:13]=[N:14][N:15]4[C:20]([N:21]([CH2:29][C:30]5[CH:35]=[CH:34][C:33]([O:36][CH3:37])=[CH:32][CH:31]=5)[CH2:22][CH:23]5[CH2:28][CH2:27][O:26][CH2:25][CH2:24]5)=[N:19][C:18]([N:55]([CH3:56])[CH3:54])=[N:17][C:16]=34)=[CH:8][C:7]=2[CH3:42])[CH2:3][CH2:2]1. The reactants are [CH:1]1([NH:4][C:5](=[O:43])[C:6]2[CH:11]=[CH:10][C:9]([C:12]3[CH:13]=[N:14][N:15]4[C:20]([N:21]([CH2:29][C:30]5[CH:35]=[CH:34][C:33]([O:36][CH3:37])=[CH:32][CH:31]=5)[CH2:22][CH:23]5[CH2:28][CH2:27][O:26][CH2:25][CH2:24]5)=[N:19][C:18](S(C)(=O)=O)=[N:17][C:16]=34)=[CH:8][C:7]=2[CH3:42])[CH2:3][CH2:2]1.Cl.FC(F)(F)C(N)(C)C.C[CH2:54][N:55](C(C)C)[CH:56](C)C. The yield is 0.580.